Dataset: Catalyst prediction with 721,799 reactions and 888 catalyst types from USPTO. Task: Predict which catalyst facilitates the given reaction. (1) Product: [F:20][C:17]([C@@H:14]1[CH:13]2[C@@:8]([C:6]3[CH:7]=[C:2]([NH:35][C:33](=[O:34])[C:32]([F:37])([F:36])[F:31])[CH:3]=[CH:4][C:5]=3[F:30])([N:9]=[C:10]([NH:21][C:22](=[O:29])[C:23]3[CH:28]=[CH:27][CH:26]=[CH:25][CH:24]=3)[S:11][CH2:12]2)[CH2:16][O:15]1)([F:19])[CH3:18]. Reactant: Br[C:2]1[CH:3]=[CH:4][C:5]([F:30])=[C:6]([C@:8]23[CH2:16][O:15][C@H:14]([C:17]([F:20])([F:19])[CH3:18])[C@H:13]2[CH2:12][S:11][C:10]([NH:21][C:22](=[O:29])[C:23]2[CH:28]=[CH:27][CH:26]=[CH:25][CH:24]=2)=[N:9]3)[CH:7]=1.[F:31][C:32]([F:37])([F:36])[C:33]([NH2:35])=[O:34].C(=O)([O-])[O-].[K+].[K+].[I-].[Na+].CN[C@@H]1CCCC[C@H]1NC. The catalyst class is: 185. (2) Reactant: [Cl:1][C:2]1[CH:7]=[CH:6][C:5]([C:8]2([OH:14])[CH2:13][CH2:12][NH:11][CH2:10][CH2:9]2)=[CH:4][C:3]=1[C:15]([F:18])([F:17])[F:16].N1C=CC=CC=1.Cl[C:26]([O:28][CH2:29][CH3:30])=[O:27]. Product: [CH2:29]([O:28][C:26]([N:11]1[CH2:10][CH2:9][C:8]([C:5]2[CH:6]=[CH:7][C:2]([Cl:1])=[C:3]([C:15]([F:18])([F:16])[F:17])[CH:4]=2)([OH:14])[CH2:13][CH2:12]1)=[O:27])[CH3:30]. The catalyst class is: 2. (3) Reactant: C(Cl)(=O)C(Cl)=O.CS(C)=O.[C:11]1([CH2:17][CH2:18][O:19][CH2:20][CH2:21][N:22]2[CH2:27][CH2:26][CH2:25][C@H:24]([CH2:28][OH:29])[CH2:23]2)[CH:16]=[CH:15][CH:14]=[CH:13][CH:12]=1.C(N(CC)CC)C. Product: [C:11]1([CH2:17][CH2:18][O:19][CH2:20][CH2:21][N:22]2[CH2:27][CH2:26][CH2:25][C@H:24]([CH:28]=[O:29])[CH2:23]2)[CH:12]=[CH:13][CH:14]=[CH:15][CH:16]=1. The catalyst class is: 2.